Dataset: NCI-60 drug combinations with 297,098 pairs across 59 cell lines. Task: Regression. Given two drug SMILES strings and cell line genomic features, predict the synergy score measuring deviation from expected non-interaction effect. (1) Drug 1: C1=C(C(=O)NC(=O)N1)N(CCCl)CCCl. Drug 2: CC1=C2C(C(=O)C3(C(CC4C(C3C(C(C2(C)C)(CC1OC(=O)C(C(C5=CC=CC=C5)NC(=O)C6=CC=CC=C6)O)O)OC(=O)C7=CC=CC=C7)(CO4)OC(=O)C)O)C)OC(=O)C. Cell line: OVCAR-4. Synergy scores: CSS=3.49, Synergy_ZIP=-7.57, Synergy_Bliss=-9.89, Synergy_Loewe=-8.60, Synergy_HSA=-8.53. (2) Cell line: NCI-H226. Drug 1: CC(CN1CC(=O)NC(=O)C1)N2CC(=O)NC(=O)C2. Drug 2: COC1=CC(=CC(=C1O)OC)C2C3C(COC3=O)C(C4=CC5=C(C=C24)OCO5)OC6C(C(C7C(O6)COC(O7)C8=CC=CS8)O)O. Synergy scores: CSS=27.7, Synergy_ZIP=2.23, Synergy_Bliss=5.48, Synergy_Loewe=-14.3, Synergy_HSA=8.29. (3) Drug 1: CCC(=C(C1=CC=CC=C1)C2=CC=C(C=C2)OCCN(C)C)C3=CC=CC=C3.C(C(=O)O)C(CC(=O)O)(C(=O)O)O. Drug 2: C1=NNC2=C1C(=O)NC=N2. Cell line: PC-3. Synergy scores: CSS=0.804, Synergy_ZIP=0.599, Synergy_Bliss=0.839, Synergy_Loewe=-1.74, Synergy_HSA=-1.03. (4) Drug 1: C1=NC2=C(N=C(N=C2N1C3C(C(C(O3)CO)O)F)Cl)N. Drug 2: C1CN(P(=O)(OC1)NCCCl)CCCl. Cell line: SN12C. Synergy scores: CSS=4.48, Synergy_ZIP=-2.47, Synergy_Bliss=5.28, Synergy_Loewe=-21.8, Synergy_HSA=-0.226. (5) Drug 1: CC12CCC(CC1=CCC3C2CCC4(C3CC=C4C5=CN=CC=C5)C)O. Drug 2: CN1C(=O)N2C=NC(=C2N=N1)C(=O)N. Cell line: OVCAR-5. Synergy scores: CSS=4.52, Synergy_ZIP=1.94, Synergy_Bliss=3.79, Synergy_Loewe=-8.40, Synergy_HSA=0.117. (6) Drug 1: CCC1=CC2CC(C3=C(CN(C2)C1)C4=CC=CC=C4N3)(C5=C(C=C6C(=C5)C78CCN9C7C(C=CC9)(C(C(C8N6C)(C(=O)OC)O)OC(=O)C)CC)OC)C(=O)OC.C(C(C(=O)O)O)(C(=O)O)O. Drug 2: CC1=C(C(=CC=C1)Cl)NC(=O)C2=CN=C(S2)NC3=CC(=NC(=N3)C)N4CCN(CC4)CCO. Cell line: SNB-19. Synergy scores: CSS=43.6, Synergy_ZIP=1.52, Synergy_Bliss=2.68, Synergy_Loewe=0.0907, Synergy_HSA=4.42.